From a dataset of Reaction yield outcomes from USPTO patents with 853,638 reactions. Predict the reaction yield, written as a fraction of the theoretical maximum amount of product (1.0 means a 100% yield; for example, 0.34 means a 34% yield). (1) The reactants are Cl.[N:2]1[CH:7]=[CH:6][CH:5]=[C:4]([CH2:8][CH2:9][NH:10][C:11]([C:13]2[CH:18]=[CH:17][C:16]([C:19]3[O:20][C:21]([CH3:41])=[C:22]([CH2:24][S:25]([CH:28]4[CH2:33][CH2:32][N:31](C(OC(C)(C)C)=O)[CH2:30][CH2:29]4)(=[O:27])=[O:26])[N:23]=3)=[CH:15][CH:14]=2)=[O:12])[CH:3]=1.[OH-].[Na+].O. The yield is 0.610. The catalyst is ClCCl. The product is [CH3:41][C:21]1[O:20][C:19]([C:16]2[CH:15]=[CH:14][C:13]([C:11]([NH:10][CH2:9][CH2:8][C:4]3[CH:3]=[N:2][CH:7]=[CH:6][CH:5]=3)=[O:12])=[CH:18][CH:17]=2)=[N:23][C:22]=1[CH2:24][S:25]([CH:28]1[CH2:29][CH2:30][NH:31][CH2:32][CH2:33]1)(=[O:27])=[O:26]. (2) The reactants are NC1([C:6]([NH:8][C:9]2[CH:10]=[N:11][C:12]([O:15][C:16]3[C:21]4[C:22]([CH3:26])([CH3:25])[CH2:23][O:24][C:20]=4[CH:19]=[CH:18][CH:17]=3)=[CH:13][CH:14]=2)=[O:7])CCC1.[NH2:27][C:28]1([C:31](NC2C=NC(OC3C4C(C)(C)COC=4C=CC=3)=CC=2)=[O:32])[CH2:30][CH2:29]1. No catalyst specified. The product is [CH3:25][C:22]1([CH3:26])[C:21]2[C:16]([O:15][C:12]3[N:11]=[CH:10][C:9]([N:8]4[C:31](=[O:32])[C:28]5([CH2:30][CH2:29]5)[NH:27][C:6]4=[O:7])=[CH:14][CH:13]=3)=[CH:17][CH:18]=[CH:19][C:20]=2[O:24][CH2:23]1. The yield is 0.490. (3) The yield is 0.390. The product is [CH3:17][CH2:16][CH2:15][CH:11]([NH:10][C:8](=[O:9])[C:7]1[CH:18]=[CH:19][C:4]([O:3][CH2:23][CH2:22][O:24][CH3:25])=[C:5]([CH3:20])[CH:6]=1)[CH2:12][CH2:13][CH3:14]. The reactants are [OH-].[K+].[OH:3][C:4]1[CH:19]=[CH:18][C:7]([C:8]([NH:10][CH:11]([CH2:15][CH2:16][CH3:17])[CH2:12][CH2:13][CH3:14])=[O:9])=[CH:6][C:5]=1[CH3:20].Cl[CH:22]([OH:24])[CH3:23].[CH2:25](O)C. No catalyst specified.